From a dataset of Reaction yield outcomes from USPTO patents with 853,638 reactions. Predict the reaction yield, written as a fraction of the theoretical maximum amount of product (1.0 means a 100% yield; for example, 0.34 means a 34% yield). (1) The reactants are Cl[C:2]1[NH:10][C:9]2[C:4](=[N:5][CH:6]=[CH:7][CH:8]=2)[C:3]=1[C:11]#[N:12].[NH:13]1[CH2:21][CH2:20][CH2:19][CH2:18][CH2:17][CH2:16][CH2:15][CH2:14]1. No catalyst specified. The product is [N:13]1([C:2]2[NH:10][C:9]3[C:4](=[N:5][CH:6]=[CH:7][CH:8]=3)[C:3]=2[C:11]#[N:12])[CH2:21][CH2:20][CH2:19][CH2:18][CH2:17][CH2:16][CH2:15][CH2:14]1. The yield is 0.340. (2) No catalyst specified. The reactants are [CH:1]1([C:4](Cl)=[O:5])[CH2:3][CH2:2]1.[Cl:7][C:8]1[CH:33]=[CH:32][C:11]2[N:12]3[C:16]([CH2:17][NH:18][CH2:19][C:10]=2[CH:9]=1)=[N:15][N:14]=[C:13]3[CH:20]1[CH2:25][CH2:24][N:23]([C:26]2[N:31]=[CH:30][CH:29]=[CH:28][N:27]=2)[CH2:22][CH2:21]1. The yield is 0.690. The product is [Cl:7][C:8]1[CH:33]=[CH:32][C:11]2[N:12]3[C:16]([CH2:17][N:18]([C:4]([CH:1]4[CH2:3][CH2:2]4)=[O:5])[CH2:19][C:10]=2[CH:9]=1)=[N:15][N:14]=[C:13]3[CH:20]1[CH2:25][CH2:24][N:23]([C:26]2[N:27]=[CH:28][CH:29]=[CH:30][N:31]=2)[CH2:22][CH2:21]1. (3) The reactants are FC(F)(F)S([O-])(=O)=O.[CH2:9]([O:12][N:13]([C@@H:36]([C:38]([O:40][CH2:41][C:42]1[CH:47]=[CH:46][CH:45]=[CH:44][CH:43]=1)=[O:39])[CH3:37])[C:14]([CH2:16][P+](C1C=CC=CC=1)(C1C=CC=CC=1)C1C=CC=CC=1)=[O:15])[CH:10]=C.O=[O+][O-].S(C)C.C([O-])([O-])=O.[K+].[K+]. The catalyst is C(Cl)Cl.O. The product is [CH2:41]([O:40][C:38](=[O:39])[C@H:36]([N:13]1[C:14](=[O:15])[CH:16]=[CH:10][CH2:9][O:12]1)[CH3:37])[C:42]1[CH:47]=[CH:46][CH:45]=[CH:44][CH:43]=1. The yield is 0.270. (4) The reactants are [CH2:1]([O:3][C@@H:4]([CH2:9][C:10]1[CH:15]=[CH:14][C:13]([C:16]2[CH:21]=[CH:20][CH:19]=[C:18]([CH2:22][NH:23][CH3:24])[CH:17]=2)=[CH:12][CH:11]=1)[C:5]([O:7]C)=[O:6])[CH3:2].[C:25]1([C:34]2[CH:39]=[CH:38][CH:37]=[CH:36][CH:35]=2)[CH:30]=[CH:29][C:28]([C:31](Cl)=[O:32])=[CH:27][CH:26]=1. No catalyst specified. The product is [C:25]1([C:34]2[CH:39]=[CH:38][CH:37]=[CH:36][CH:35]=2)[CH:30]=[CH:29][C:28]([C:31]([N:23]([CH2:22][C:18]2[CH:17]=[C:16]([C:13]3[CH:14]=[CH:15][C:10]([CH2:9][C@H:4]([O:3][CH2:1][CH3:2])[C:5]([OH:7])=[O:6])=[CH:11][CH:12]=3)[CH:21]=[CH:20][CH:19]=2)[CH3:24])=[O:32])=[CH:27][CH:26]=1. The yield is 0.470. (5) The reactants are COC1C=CC(C[NH:8][C:9]2N=CN=[C:11]([O:15][C:16]3[CH:21]=[CH:20][C:19]([NH:22][C:23]([NH:25][C:26](=[O:35])[CH2:27][C:28]4[CH:33]=[CH:32][C:31]([F:34])=[CH:30][CH:29]=4)=[O:24])=[CH:18][C:17]=3[F:36])[CH:10]=2)=CC=1.NC1C=CC(OC2C=CN=[C:47]([C:51]([NH2:53])=[O:52])[CH:46]=2)=C(F)C=1. The catalyst is C(Cl)Cl.CN(C=O)C. The product is [C:51]([C:47]1[CH:46]=[C:11]([O:15][C:16]2[CH:21]=[CH:20][C:19]([NH:22][C:23]([NH:25][C:26](=[O:35])[CH2:27][C:28]3[CH:33]=[CH:32][C:31]([F:34])=[CH:30][CH:29]=3)=[O:24])=[CH:18][C:17]=2[F:36])[CH:10]=[CH:9][N:8]=1)(=[O:52])[NH2:53]. The yield is 0.690. (6) The reactants are [Cl:1][C:2]1[CH:7]=[C:6](I)[C:5]([Cl:9])=[CH:4][N:3]=1.[NH2:10][C:11]1[CH:18]=[CH:17][C:16]([F:19])=[CH:15][C:12]=1[C:13]#[N:14].[O-]P(OP(OP([O-])([O-])=O)([O-])=O)(=O)[O-].[K+].[K+].[K+].[K+].[K+]. The catalyst is O1CCOCC1.C([O-])(=O)C.[Pd+2].C([O-])(=O)C.C1C=CC(P(C2C(OC3C(P(C4C=CC=CC=4)C4C=CC=CC=4)=CC=CC=3)=CC=CC=2)C2C=CC=CC=2)=CC=1. The product is [Cl:1][C:2]1[CH:7]=[C:6]([NH:10][C:11]2[CH:18]=[CH:17][C:16]([F:19])=[CH:15][C:12]=2[C:13]#[N:14])[C:5]([Cl:9])=[CH:4][N:3]=1. The yield is 0.860. (7) The reactants are [CH2:1]([O:8][C:9](=[O:20])[CH2:10][C:11]1[CH:16]=[CH:15][N:14]=[CH:13][C:12]=1[N+:17]([O-])=O)[C:2]1[CH:7]=[CH:6][CH:5]=[CH:4][CH:3]=1. The catalyst is [Pd]. The product is [CH2:1]([O:8][C:9](=[O:20])[CH2:10][C:11]1[CH:16]=[CH:15][N:14]=[CH:13][C:12]=1[NH2:17])[C:2]1[CH:7]=[CH:6][CH:5]=[CH:4][CH:3]=1. The yield is 0.980.